This data is from NCI-60 drug combinations with 297,098 pairs across 59 cell lines. The task is: Regression. Given two drug SMILES strings and cell line genomic features, predict the synergy score measuring deviation from expected non-interaction effect. (1) Drug 1: CC(C1=C(C=CC(=C1Cl)F)Cl)OC2=C(N=CC(=C2)C3=CN(N=C3)C4CCNCC4)N. Drug 2: CC12CCC3C(C1CCC2OP(=O)(O)O)CCC4=C3C=CC(=C4)OC(=O)N(CCCl)CCCl.[Na+]. Cell line: MCF7. Synergy scores: CSS=-10.3, Synergy_ZIP=0.385, Synergy_Bliss=-8.67, Synergy_Loewe=-22.6, Synergy_HSA=-16.3. (2) Cell line: DU-145. Synergy scores: CSS=16.6, Synergy_ZIP=-5.87, Synergy_Bliss=3.44, Synergy_Loewe=2.65, Synergy_HSA=3.90. Drug 2: CCCCC(=O)OCC(=O)C1(CC(C2=C(C1)C(=C3C(=C2O)C(=O)C4=C(C3=O)C=CC=C4OC)O)OC5CC(C(C(O5)C)O)NC(=O)C(F)(F)F)O. Drug 1: CN1CCC(CC1)COC2=C(C=C3C(=C2)N=CN=C3NC4=C(C=C(C=C4)Br)F)OC. (3) Drug 1: C1=NC2=C(N1)C(=S)N=CN2. Drug 2: CC1=C(C(=O)C2=C(C1=O)N3CC4C(C3(C2COC(=O)N)OC)N4)N. Cell line: HCC-2998. Synergy scores: CSS=34.5, Synergy_ZIP=-11.4, Synergy_Bliss=-7.82, Synergy_Loewe=-1.84, Synergy_HSA=0.907. (4) Drug 1: C1=NC2=C(N1)C(=S)N=C(N2)N. Drug 2: CC(C)NC(=O)C1=CC=C(C=C1)CNNC.Cl. Cell line: A549. Synergy scores: CSS=24.9, Synergy_ZIP=-0.225, Synergy_Bliss=1.83, Synergy_Loewe=-35.5, Synergy_HSA=-0.841.